Dataset: Full USPTO retrosynthesis dataset with 1.9M reactions from patents (1976-2016). Task: Predict the reactants needed to synthesize the given product. (1) Given the product [CH2:1]([O:3][C:4](=[O:20])[CH:5]([C:11]1[CH:16]=[C:15]([NH2:17])[C:14]([CH3:21])=[CH:13][C:12]=1[Cl:19])[C:6]([O:8][CH2:9][CH3:10])=[O:7])[CH3:2], predict the reactants needed to synthesize it. The reactants are: [CH2:1]([O:3][C:4](=[O:20])[CH:5]([C:11]1[CH:16]=[C:15]([NH2:17])[C:14](Br)=[CH:13][C:12]=1[Cl:19])[C:6]([O:8][CH2:9][CH3:10])=[O:7])[CH3:2].[C:21](=O)([O-])[O-].[K+].[K+].CB1OB(C)OB(C)O1. (2) The reactants are: [C:1]([O:5][C:6]([N:8]1[CH2:13][CH2:12][N:11]([C:14]2[N:19]=[C:18]([C:20]3[CH:25]=[CH:24][N:23]=[C:22](Cl)[CH:21]=3)[CH:17]=[C:16]([N+:27]([O-:29])=[O:28])[CH:15]=2)[CH2:10][CH2:9]1)=[O:7])([CH3:4])([CH3:3])[CH3:2].[CH:30]([NH2:33])([CH3:32])[CH3:31].[Ar].C(=O)([O-])[O-].[Cs+].[Cs+]. Given the product [C:1]([O:5][C:6]([N:8]1[CH2:13][CH2:12][N:11]([C:14]2[N:19]=[C:18]([C:20]3[CH:25]=[CH:24][N:23]=[C:22]([NH:33][CH:30]([CH3:32])[CH3:31])[CH:21]=3)[CH:17]=[C:16]([N+:27]([O-:29])=[O:28])[CH:15]=2)[CH2:10][CH2:9]1)=[O:7])([CH3:4])([CH3:3])[CH3:2], predict the reactants needed to synthesize it.